The task is: Predict the reactants needed to synthesize the given product.. This data is from Full USPTO retrosynthesis dataset with 1.9M reactions from patents (1976-2016). Given the product [C:1]([O:19][CH2:18][C:17]([CH3:20])([CH3:21])[CH2:16][N:15]1[C:9]2[CH:8]=[CH:7][C:6]([Cl:5])=[CH:47][C:10]=2[C@@H:11]([C:37]2[CH:42]=[CH:41][CH:40]=[C:39]([O:43][CH3:44])[C:38]=2[O:45][CH3:46])[O:12][C@H:13]([CH2:23][C:24]([NH:26][C:27]2[CH:32]=[CH:31][C:30]([CH2:33][C:34]([OH:36])=[O:35])=[CH:29][CH:28]=2)=[O:25])[C:14]1=[O:22])(=[O:3])[CH3:2], predict the reactants needed to synthesize it. The reactants are: [C:1](Cl)(=[O:3])[CH3:2].[Cl:5][C:6]1[CH:7]=[CH:8][C:9]2[N:15]([CH2:16][C:17]([CH3:21])([CH3:20])[CH2:18][OH:19])[C:14](=[O:22])[C@@H:13]([CH2:23][C:24]([NH:26][C:27]3[CH:32]=[CH:31][C:30]([CH2:33][C:34]([OH:36])=[O:35])=[CH:29][CH:28]=3)=[O:25])[O:12][C@H:11]([C:37]3[CH:42]=[CH:41][CH:40]=[C:39]([O:43][CH3:44])[C:38]=3[O:45][CH3:46])[C:10]=2[CH:47]=1.N1C=CC=CC=1.C(OCC)(=O)C.